From a dataset of Catalyst prediction with 721,799 reactions and 888 catalyst types from USPTO. Predict which catalyst facilitates the given reaction. (1) Reactant: [CH3:1][P:2](=[O:7])([O:5][CH3:6])[O:3][CH3:4].[Li]CCCC.[C:13]([O:17][C:18]([NH:20][C@@H:21]([CH2:26][CH:27]=[CH2:28])[C:22](OC)=[O:23])=[O:19])([CH3:16])([CH3:15])[CH3:14].O. Product: [CH3:4][O:3][P:2]([CH2:1][C:22](=[O:23])[C@@H:21]([NH:20][C:18](=[O:19])[O:17][C:13]([CH3:15])([CH3:14])[CH3:16])[CH2:26][CH:27]=[CH2:28])([O:5][CH3:6])=[O:7]. The catalyst class is: 49. (2) Reactant: [Br:1][C:2]1[CH:7]=[CH:6][C:5]([N:8]2[C:12](=[O:13])[NH:11][N:10]=[CH:9]2)=[C:4]([F:14])[CH:3]=1.C(=O)([O-])[O-].[K+].[K+].[O:21]1[C:23]([CH3:25])([CH3:24])[CH2:22]1. Product: [Br:1][C:2]1[CH:7]=[CH:6][C:5]([N:8]2[C:12](=[O:13])[N:11]([CH2:22][C:23]([OH:21])([CH3:25])[CH3:24])[N:10]=[CH:9]2)=[C:4]([F:14])[CH:3]=1. The catalyst class is: 9. (3) Reactant: [CH3:1][NH:2][C:3]1[CH:8]=[CH:7][C:6]([CH2:9][C:10]([O:12][CH3:13])=[O:11])=[CH:5][CH:4]=1.C(N(CC)C(C)C)(C)C.[C:23](Cl)(=[O:26])[CH:24]=[CH2:25].C(=O)(O)[O-].[Na+]. Product: [CH3:13][O:12][C:10](=[O:11])[CH2:9][C:6]1[CH:5]=[CH:4][C:3]([NH:2][CH2:1][C:23](=[O:26])[CH:24]=[CH2:25])=[CH:8][CH:7]=1. The catalyst class is: 2. (4) Reactant: [C:1]([BH3-])#[N:2].[Na+].[CH3:5][N:6]1[C:11](=[O:12])[CH:10]=[C:9]([C:13]2[CH2:14][CH2:15]N[CH2:17][CH:18]=2)[C:8]([C:19]2[CH:24]=[CH:23][CH:22]=[CH:21][C:20]=2[O:25][C:26]2[CH:31]=[CH:30][CH:29]=[CH:28][CH:27]=2)=[N:7]1.C=O.C(O)(=O)C.C(=O)(O)[O-].[Na+]. Product: [CH3:5][N:6]1[C:11](=[O:12])[CH:10]=[C:9]([C:13]2[CH2:14][CH2:15][N:2]([CH3:1])[CH2:17][CH:18]=2)[C:8]([C:19]2[CH:24]=[CH:23][CH:22]=[CH:21][C:20]=2[O:25][C:26]2[CH:27]=[CH:28][CH:29]=[CH:30][CH:31]=2)=[N:7]1. The catalyst class is: 5.